Dataset: Forward reaction prediction with 1.9M reactions from USPTO patents (1976-2016). Task: Predict the product of the given reaction. (1) Given the reactants [CH3:1][O:2][C:3]1[C:8]([N+:9]([O-])=O)=[C:7]([O:12][CH3:13])[N:6]=[C:5]([NH:14][CH2:15][CH2:16][N:17]([CH3:25])[C:18](=[O:24])[O:19][C:20]([CH3:23])([CH3:22])[CH3:21])[N:4]=1, predict the reaction product. The product is: [NH2:9][C:8]1[C:7]([O:12][CH3:13])=[N:6][C:5]([NH:14][CH2:15][CH2:16][N:17]([CH3:25])[C:18](=[O:24])[O:19][C:20]([CH3:21])([CH3:22])[CH3:23])=[N:4][C:3]=1[O:2][CH3:1]. (2) Given the reactants Br[CH2:2][C:3]1[C:12]2[C:7](=[C:8]([F:14])[C:9]([F:13])=[CH:10][CH:11]=2)[NH:6][C:5](=[O:15])[CH:4]=1.[NH:16]1[C:20]2[CH:21]=[CH:22][CH:23]=[CH:24][C:19]=2[N:18]=[C:17]1[CH2:25][N:26]1[CH2:31][CH2:30][O:29][CH2:28][CH2:27]1, predict the reaction product. The product is: [F:13][C:9]1[C:8]([F:14])=[C:7]2[C:12]([C:3]([CH2:2][N:16]3[C:20]4[CH:21]=[CH:22][CH:23]=[CH:24][C:19]=4[N:18]=[C:17]3[CH2:25][N:26]3[CH2:31][CH2:30][O:29][CH2:28][CH2:27]3)=[CH:4][C:5](=[O:15])[NH:6]2)=[CH:11][CH:10]=1.